Dataset: Full USPTO retrosynthesis dataset with 1.9M reactions from patents (1976-2016). Task: Predict the reactants needed to synthesize the given product. (1) Given the product [ClH:48].[OH:8][CH2:9][CH2:10][N:11]([CH2:38][CH2:39][OH:40])[C@@H:12]1[C:20]2[C:15](=[C:16]([C:21]3[N:25]=[C:24]([C:26]4[CH:27]=[CH:28][C:29]([O:34][CH:35]([CH3:37])[CH3:36])=[C:30]([CH:33]=4)[C:31]#[N:32])[S:23][N:22]=3)[CH:17]=[CH:18][CH:19]=2)[CH2:14][CH2:13]1, predict the reactants needed to synthesize it. The reactants are: [Si]([O:8][CH2:9][CH2:10][N:11]([CH2:38][CH2:39][O:40][Si](C(C)(C)C)(C)C)[C@@H:12]1[C:20]2[C:15](=[C:16]([C:21]3[N:25]=[C:24]([C:26]4[CH:27]=[CH:28][C:29]([O:34][CH:35]([CH3:37])[CH3:36])=[C:30]([CH:33]=4)[C:31]#[N:32])[S:23][N:22]=3)[CH:17]=[CH:18][CH:19]=2)[CH2:14][CH2:13]1)(C(C)(C)C)(C)C.[ClH:48]. (2) Given the product [C:13]([O:17][C:18](=[O:20])[N:10]([CH2:9][CH:8]([C:5]1[CH:4]=[CH:3][C:2]([F:1])=[CH:7][CH:6]=1)[OH:12])[CH3:11])([CH3:16])([CH3:15])[CH3:14], predict the reactants needed to synthesize it. The reactants are: [F:1][C:2]1[CH:7]=[CH:6][C:5]([CH:8]([OH:12])[CH2:9][NH:10][CH3:11])=[CH:4][CH:3]=1.[C:13]([O:17][C:18](=[O:20])O)([CH3:16])([CH3:15])[CH3:14].O1CCCC1.C(=O)(O)[O-].[Na+].